This data is from Full USPTO retrosynthesis dataset with 1.9M reactions from patents (1976-2016). The task is: Predict the reactants needed to synthesize the given product. (1) Given the product [Cl:12][C:9]1[CH:8]=[C:4]([C:5]([N:16]2[C@@H:17]3[C@@H:22]([C:21]4[CH:23]=[CH:24][CH:25]=[CH:26][C:20]=4[CH2:19][CH2:18]3)[CH2:13][CH2:14][CH2:15]2)=[O:7])[CH:3]=[C:2]([Cl:1])[C:10]=1[OH:11], predict the reactants needed to synthesize it. The reactants are: [Cl:1][C:2]1[CH:3]=[C:4]([CH:8]=[C:9]([Cl:12])[C:10]=1[OH:11])[C:5]([OH:7])=O.[CH2:13]1[C@H:22]2[C@H:17]([CH2:18][CH2:19][C:20]3[CH:26]=[CH:25][CH:24]=[CH:23][C:21]=32)[NH:16][CH2:15][CH2:14]1.F[P-](F)(F)(F)(F)F.N1(OC(N(C)C)=[N+](C)C)C2N=CC=CC=2N=N1. (2) Given the product [CH3:1][O:2][C:3]1[C:4]([C:12]([F:13])([F:14])[F:15])=[CH:5][C:6]([N+:9]([O-:11])=[O:10])=[C:7]([CH2:17][C:18]#[N:19])[CH:8]=1, predict the reactants needed to synthesize it. The reactants are: [CH3:1][O:2][C:3]1[CH:8]=[CH:7][C:6]([N+:9]([O-:11])=[O:10])=[CH:5][C:4]=1[C:12]([F:15])([F:14])[F:13].Cl[CH:17](OC1C=CC=CC=1)[C:18]#[N:19].CC([O-])(C)C.[K+].Cl. (3) Given the product [C:11]([N:9]1[CH:10]=[C:6]([C:39]2[N:44]=[C:43]([O:45][CH2:46][CH2:47][CH2:48][CH2:49][N:50]3[CH2:59][CH2:58][C:57]4[C:52](=[CH:53][CH:54]=[CH:55][CH:56]=4)[CH2:51]3)[CH:42]=[CH:41][CH:40]=2)[N:7]=[CH:8]1)([C:24]1[CH:29]=[CH:28][CH:27]=[CH:26][CH:25]=1)([C:12]1[CH:13]=[CH:14][CH:15]=[CH:16][CH:17]=1)[C:18]1[CH:19]=[CH:20][CH:21]=[CH:22][CH:23]=1, predict the reactants needed to synthesize it. The reactants are: C([Sn](CCCC)(CCCC)[C:6]1[N:7]=[CH:8][N:9]([C:11]([C:24]2[CH:29]=[CH:28][CH:27]=[CH:26][CH:25]=2)([C:18]2[CH:23]=[CH:22][CH:21]=[CH:20][CH:19]=2)[C:12]2[CH:17]=[CH:16][CH:15]=[CH:14][CH:13]=2)[CH:10]=1)CCC.Cl[C:39]1[N:44]=[C:43]([O:45][CH2:46][CH2:47][CH2:48][CH2:49][N:50]2[CH2:59][CH2:58][C:57]3[C:52](=[CH:53][CH:54]=[CH:55][CH:56]=3)[CH2:51]2)[CH:42]=[CH:41][CH:40]=1. (4) Given the product [F:16][C:2]([F:1])([F:15])[C:3]([NH:5][CH2:6][CH2:7][C:8]1[CH:13]=[CH:12][C:11]([Cl:14])=[CH:10][C:9]=1[I:34])=[O:4], predict the reactants needed to synthesize it. The reactants are: [F:1][C:2]([F:16])([F:15])[C:3]([NH:5][CH2:6][CH2:7][C:8]1[CH:13]=[CH:12][C:11]([Cl:14])=[CH:10][CH:9]=1)=[O:4].[B-](F)(F)(F)F.C1C=CN=CC=1.C1C=CN=CC=1.[IH2+:34].C(S(O)(=O)=O)(F)(F)F. (5) Given the product [F:1][C:2]1[CH:7]=[CH:6][C:5]([CH:8]([C:18]2[C:23]([N+:24]([O-:26])=[O:25])=[CH:22][CH:21]=[CH:20][N:19]=2)[C:9]([C:11]2[CH:16]=[CH:15][N:14]=[CH:13][CH:12]=2)=[O:10])=[CH:4][CH:3]=1, predict the reactants needed to synthesize it. The reactants are: [F:1][C:2]1[CH:7]=[CH:6][C:5]([CH2:8][C:9]([C:11]2[CH:16]=[CH:15][N:14]=[CH:13][CH:12]=2)=[O:10])=[CH:4][CH:3]=1.Cl[C:18]1[C:23]([N+:24]([O-:26])=[O:25])=[CH:22][CH:21]=[CH:20][N:19]=1.[H-].[Na+].[Cl-].[NH4+]. (6) Given the product [Cl:1][C:2]1[CH:3]=[C:4]([N:8]2[CH:12]=[C:11]([C@H:13]3[CH2:17][CH2:16][CH2:15][N:14]3[C:18]([S:21][CH3:22])=[N:19][CH3:20])[N:10]=[N:9]2)[CH:5]=[CH:6][CH:7]=1, predict the reactants needed to synthesize it. The reactants are: [Cl:1][C:2]1[CH:3]=[C:4]([N:8]2[CH:12]=[C:11]([C@H:13]3[CH2:17][CH2:16][CH2:15][N:14]3[C:18](=[S:21])[NH:19][CH3:20])[N:10]=[N:9]2)[CH:5]=[CH:6][CH:7]=1.[CH3:22]C(C)([O-])C.[Na+].CI. (7) The reactants are: [C:1]1([SH:7])[CH:6]=[CH:5][CH:4]=[CH:3][CH:2]=1.C1CCN2C(=NCCC2)CC1.[CH3:19][C@H:20]1[CH2:25][O:24][CH2:23][CH2:22][N:21]1[C:26]1[CH:31]=[C:30]([CH2:32]OS(C)(=O)=O)[N:29]=[C:28]([C:38]2[CH:43]=[CH:42][C:41]([NH:44][C:45]([NH:47][C:48]3[CH:53]=[CH:52][CH:51]=[CH:50][CH:49]=3)=[O:46])=[CH:40][CH:39]=2)[N:27]=1. Given the product [CH3:19][C@H:20]1[CH2:25][O:24][CH2:23][CH2:22][N:21]1[C:26]1[CH:31]=[C:30]([CH2:32][S:7][C:1]2[CH:6]=[CH:5][CH:4]=[CH:3][CH:2]=2)[N:29]=[C:28]([C:38]2[CH:39]=[CH:40][C:41]([NH:44][C:45]([NH:47][C:48]3[CH:53]=[CH:52][CH:51]=[CH:50][CH:49]=3)=[O:46])=[CH:42][CH:43]=2)[N:27]=1, predict the reactants needed to synthesize it. (8) The reactants are: [Cl:1][C:2]1[CH:7]=[CH:6][C:5]([C:8]2[N:12]([CH:13]([CH:16]3[CH2:21][CH2:20][CH2:19][CH2:18][CH2:17]3)[CH2:14][OH:15])[C:11]3[CH:22]=[C:23]([F:27])[C:24]([F:26])=[CH:25][C:10]=3[N:9]=2)=[CH:4][CH:3]=1.[CH3:28][O:29][C:30]([C:32]1[CH:37]=[CH:36][C:35](O)=[CH:34][N:33]=1)=[O:31]. Given the product [CH3:28][O:29][C:30]([C:32]1[CH:37]=[CH:36][C:35]([O:15][CH2:14][CH:13]([N:12]2[C:11]3[CH:22]=[C:23]([F:27])[C:24]([F:26])=[CH:25][C:10]=3[N:9]=[C:8]2[C:5]2[CH:6]=[CH:7][C:2]([Cl:1])=[CH:3][CH:4]=2)[CH:16]2[CH2:17][CH2:18][CH2:19][CH2:20][CH2:21]2)=[CH:34][N:33]=1)=[O:31], predict the reactants needed to synthesize it. (9) Given the product [Cl:56][CH2:55][C@@H:54]([OH:57])[CH2:53][NH:52][C:23]([C:22]1[CH:21]=[N:20][N:17]2[CH:18]=[CH:19][C:14]([N:9]3[CH2:10][CH:11]([OH:13])[CH2:12][C@@H:8]3[C:6]3[CH:7]=[C:2]([F:1])[CH:3]=[CH:4][C:5]=3[OH:26])=[N:15][C:16]=12)=[O:24], predict the reactants needed to synthesize it. The reactants are: [F:1][C:2]1[CH:3]=[CH:4][C:5]([OH:26])=[C:6]([C@H:8]2[CH2:12][CH:11]([OH:13])[CH2:10][N:9]2[C:14]2[CH:19]=[CH:18][N:17]3[N:20]=[CH:21][C:22]([C:23](O)=[O:24])=[C:16]3[N:15]=2)[CH:7]=1.CN(C(ON1N=NC2C=CC=NC1=2)=[N+](C)C)C.F[P-](F)(F)(F)(F)F.Cl.[NH2:52][CH2:53][C@H:54]([OH:57])[CH2:55][Cl:56].C(N(CC)C(C)C)(C)C.